From a dataset of Catalyst prediction with 721,799 reactions and 888 catalyst types from USPTO. Predict which catalyst facilitates the given reaction. (1) Reactant: Cl.[C:2]([NH:6][NH2:7])([CH3:5])([CH3:4])[CH3:3].[C:8](OCC)(=[O:11])[C:9]#[CH:10].CC(C)([O-])C.[K+]. Product: [C:2]([N:6]1[CH:10]=[CH:9][C:8]([OH:11])=[N:7]1)([CH3:5])([CH3:4])[CH3:3]. The catalyst class is: 107. (2) Reactant: [Br:1][C:2]1[CH:3]=[C:4]([C:14]2[O:27][C:26](=[O:28])[C:25]3[C:16](=[CH:17][C:18]4[C:23]([CH:24]=3)=[N:22][C:21]([C:29]([F:32])([F:31])[F:30])=[CH:20][CH:19]=4)[N:15]=2)[N:5]([C:7]2[C:12]([Cl:13])=[CH:11][CH:10]=[CH:9][N:8]=2)[N:6]=1.[CH3:33][NH2:34]. Product: [CH3:33][NH:34][C:26]([C:25]1[CH:24]=[C:23]2[C:18]([CH:19]=[CH:20][C:21]([C:29]([F:32])([F:31])[F:30])=[N:22]2)=[CH:17][C:16]=1[NH:15][C:14]([C:4]1[N:5]([C:7]2[C:12]([Cl:13])=[CH:11][CH:10]=[CH:9][N:8]=2)[N:6]=[C:2]([Br:1])[CH:3]=1)=[O:27])=[O:28]. The catalyst class is: 1.